From a dataset of Forward reaction prediction with 1.9M reactions from USPTO patents (1976-2016). Predict the product of the given reaction. (1) Given the reactants [CH3:1][O:2][C:3]([NH:5][CH2:6][CH2:7][CH2:8][C@:9]([C@@H:18]1[CH2:23][CH2:22][CH2:21][N:20](C(OC(C)(C)C)=O)[CH2:19]1)([C:11]1[CH:16]=[CH:15][CH:14]=[C:13]([Cl:17])[CH:12]=1)[OH:10])=[O:4].Cl, predict the reaction product. The product is: [Cl:17][C:13]1[CH:12]=[C:11]([C@@:9]([OH:10])([C@@H:18]2[CH2:23][CH2:22][CH2:21][NH:20][CH2:19]2)[CH2:8][CH2:7][CH2:6][NH:5][C:3](=[O:4])[O:2][CH3:1])[CH:16]=[CH:15][CH:14]=1. (2) Given the reactants [OH:1][CH:2]1[CH2:7][CH2:6][CH2:5][CH:4]([C:8]([OH:10])=[O:9])[CH2:3]1, predict the reaction product. The product is: [OH:1][C@@H:2]1[CH2:7][CH2:6][CH2:5][C@H:4]([C:8]([OH:10])=[O:9])[CH2:3]1. (3) Given the reactants [Cl:1][C:2]1[N:3]=[C:4]([C:9]([NH:11][C:12]2[CH:30]=[CH:29][C:15]3[N:16]([C:20](=[O:28])[CH2:21][CH2:22][C:23]([O:25]CC)=[O:24])[CH2:17][CH2:18][O:19][C:14]=3[CH:13]=2)=[O:10])[NH:5][C:6]=1[CH2:7][CH3:8].[OH-].[Li+], predict the reaction product. The product is: [Cl:1][C:2]1[N:3]=[C:4]([C:9]([NH:11][C:12]2[CH:30]=[CH:29][C:15]3[N:16]([C:20](=[O:28])[CH2:21][CH2:22][C:23]([OH:25])=[O:24])[CH2:17][CH2:18][O:19][C:14]=3[CH:13]=2)=[O:10])[NH:5][C:6]=1[CH2:7][CH3:8]. (4) Given the reactants [Na].[C:2]([O:8][CH3:9])(=[O:7])[CH2:3][C:4]([CH3:6])=[O:5].[C:10](OC)(=[O:14])/[CH:11]=[CH:12]/[CH3:13].COC1C=C(OC)C=C(/C=C/CC)C=1C(OC)=O, predict the reaction product. The product is: [O:14]=[C:10]1[CH:3]([C:2]([O:8][CH3:9])=[O:7])[CH:4]([OH:5])[CH2:6][C:12]([CH3:13])=[CH:11]1. (5) Given the reactants P([O-])(OC1C=CC=CC=1)OC1C=CC=CC=1.[NH2:17][C:18]1[CH:26]=[CH:25][CH:24]=[C:23]([Cl:27])[C:19]=1[C:20]([OH:22])=O.[C:28]([O:32][C:33]([NH:35][C@@H:36]([CH3:40])[C:37](O)=O)=[O:34])([CH3:31])([CH3:30])[CH3:29].[NH2:41][C:42]1[CH:47]=[CH:46][CH:45]=[CH:44][CH:43]=1, predict the reaction product. The product is: [Cl:27][C:23]1[CH:24]=[CH:25][CH:26]=[C:18]2[C:19]=1[C:20](=[O:22])[N:41]([C:42]1[CH:47]=[CH:46][CH:45]=[CH:44][CH:43]=1)[C:37]([C@@H:36]([NH:35][C:33](=[O:34])[O:32][C:28]([CH3:31])([CH3:30])[CH3:29])[CH3:40])=[N:17]2. (6) Given the reactants CC(C)([O-])C.[Na+].Cl[C:8]1[CH:13]=[CH:12][CH:11]=[C:10]([CH3:14])[N:9]=1.[NH:15]1[CH2:20][CH2:19][CH:18]([CH2:21][CH2:22][CH2:23][CH:24]2[CH2:29][CH2:28][N:27]([C:30]([O:32][C:33]([CH3:36])([CH3:35])[CH3:34])=[O:31])[CH2:26][CH2:25]2)[CH2:17][CH2:16]1, predict the reaction product. The product is: [CH3:14][C:10]1[N:9]=[C:8]([N:15]2[CH2:20][CH2:19][CH:18]([CH2:21][CH2:22][CH2:23][CH:24]3[CH2:25][CH2:26][N:27]([C:30]([O:32][C:33]([CH3:36])([CH3:35])[CH3:34])=[O:31])[CH2:28][CH2:29]3)[CH2:17][CH2:16]2)[CH:13]=[CH:12][CH:11]=1. (7) Given the reactants [S:1]1[C:5]2[CH:6]=[CH:7][CH:8]=[CH:9][C:4]=2[NH:3][CH2:2]1.NC1C=CC=CC=1S.C=O.C(N(C(C)C)CC)(C)C.[CH2:29]([O:36][C:37]1[C:45]([O:46][CH3:47])=[CH:44][C:40]([C:41](Cl)=[O:42])=[CH:39][C:38]=1[Cl:48])[C:30]1[CH:35]=[CH:34][CH:33]=[CH:32][CH:31]=1, predict the reaction product. The product is: [CH2:29]([O:36][C:37]1[C:45]([O:46][CH3:47])=[CH:44][C:40]([C:41]([N:3]2[C:4]3[CH:9]=[CH:8][CH:7]=[CH:6][C:5]=3[S:1][CH2:2]2)=[O:42])=[CH:39][C:38]=1[Cl:48])[C:30]1[CH:31]=[CH:32][CH:33]=[CH:34][CH:35]=1. (8) Given the reactants [CH3:1][C:2]1[CH:3]=[CH:4][C:5]([NH2:8])=[N:6][CH:7]=1.[N:9]1[CH:14]=[CH:13][N:12]=[C:11]2[C:15]([O:17][C:18](=[O:19])[C:10]=12)=[O:16], predict the reaction product. The product is: [CH3:1][C:2]1[CH:3]=[CH:4][C:5]([NH:8][C:15]([C:11]2[C:10]([C:18]([OH:19])=[O:17])=[N:9][CH:14]=[CH:13][N:12]=2)=[O:16])=[N:6][CH:7]=1.